From a dataset of Catalyst prediction with 721,799 reactions and 888 catalyst types from USPTO. Predict which catalyst facilitates the given reaction. (1) Reactant: C(O)(C(F)(F)F)=O.[Br:8][C:9]1[CH:14]=[CH:13][C:12]([C:15](O)([CH3:17])[CH3:16])=[CH:11][CH:10]=1.[N-:19]=[N+:20]=[N-:21].[Na+]. The catalyst class is: 22. Product: [N:19]([C:15]([C:12]1[CH:13]=[CH:14][C:9]([Br:8])=[CH:10][CH:11]=1)([CH3:17])[CH3:16])=[N+:20]=[N-:21]. (2) Reactant: [NH:1]1[CH2:4][CH:3]([O:5][C:6]2[CH:11]=[CH:10][C:9]([N:12]3[CH2:16][C@H:15]([CH2:17][NH:18][C:19](=[O:21])[CH3:20])[O:14][C:13]3=[O:22])=[CH:8][C:7]=2[F:23])[CH2:2]1.Cl[C:25]1[N:34]=[C:33]2[C:28]([C:29](=[O:41])[C:30]([C:38]([OH:40])=[O:39])=[CH:31][N:32]2[CH:35]2[CH2:37][CH2:36]2)=[CH:27][C:26]=1[F:42].C[Si](C)(C)Cl.C(N(CC)CC)C. Product: [C:19]([NH:18][CH2:17][CH:15]1[O:14][C:13](=[O:22])[N:12]([C:9]2[CH:10]=[CH:11][C:6]([O:5][CH:3]3[CH2:4][N:1]([C:25]4[N:34]=[C:33]5[C:28]([C:29](=[O:41])[C:30]([C:38]([OH:40])=[O:39])=[CH:31][N:32]5[CH:35]5[CH2:37][CH2:36]5)=[CH:27][C:26]=4[F:42])[CH2:2]3)=[C:7]([F:23])[CH:8]=2)[CH2:16]1)(=[O:21])[CH3:20]. The catalyst class is: 60. (3) Reactant: [C:1]1([CH2:7][N:8]2[CH2:13][CH2:12][C:11](=O)[CH2:10][CH2:9]2)[CH:6]=[CH:5][CH:4]=[CH:3][CH:2]=1.Cl.[CH2:16]([NH2:18])[CH3:17].C(O[BH-](OC(=O)C)OC(=O)C)(=O)C.[Na+].[OH-].[Na+]. Product: [C:1]1([CH2:7][N:8]2[CH2:13][CH2:12][CH:11]([NH:18][CH2:16][CH3:17])[CH2:10][CH2:9]2)[CH:6]=[CH:5][CH:4]=[CH:3][CH:2]=1. The catalyst class is: 5. (4) Reactant: [C:1]1([C:19]2[CH:24]=[CH:23][CH:22]=[CH:21][CH:20]=2)[CH:6]=[CH:5][CH:4]=[C:3]([CH2:7][N:8]2[CH:13]=[CH:12][CH:11]=[C:10]([C:14]([O:16]C)=[O:15])[C:9]2=[O:18])[CH:2]=1.[OH-].[Na+]. Product: [C:1]1([C:19]2[CH:24]=[CH:23][CH:22]=[CH:21][CH:20]=2)[CH:6]=[CH:5][CH:4]=[C:3]([CH2:7][N:8]2[CH:13]=[CH:12][CH:11]=[C:10]([C:14]([OH:16])=[O:15])[C:9]2=[O:18])[CH:2]=1. The catalyst class is: 36.